Dataset: Peptide-MHC class I binding affinity with 185,985 pairs from IEDB/IMGT. Task: Regression. Given a peptide amino acid sequence and an MHC pseudo amino acid sequence, predict their binding affinity value. This is MHC class I binding data. The peptide sequence is LLWFHISCL. The MHC is Patr-A0701 with pseudo-sequence Patr-A0701. The binding affinity (normalized) is 0.114.